From a dataset of Forward reaction prediction with 1.9M reactions from USPTO patents (1976-2016). Predict the product of the given reaction. (1) Given the reactants [OH:1]CCC1C=CC(CCO)=CC=1.C1N2CCN(CC2)C1.[C:21]1([CH3:31])[CH:26]=[CH:25][C:24]([S:27](Cl)(=[O:29])=[O:28])=[CH:23][CH:22]=1, predict the reaction product. The product is: [C:21]1([CH3:31])[CH:26]=[CH:25][C:24]([S:27]([OH:1])(=[O:29])=[O:28])=[CH:23][CH:22]=1. (2) Given the reactants [ClH:1].Cl.CN[C@@H]1CCN(C2C=C(NC34CC5CC(CC(C5)C3)C4)N=NC=2)C1.C[N:28]([C@@H:36]1[CH2:40][CH2:39][N:38]([C:41]2[CH:46]=[C:45](NC34CC5CC(CC(C5)C3)C4)[N:44]=[N:43][CH:42]=2)[CH2:37]1)[C:29](=[O:35])[O:30][C:31]([CH3:34])([CH3:33])[CH3:32].Cl.CCOCC, predict the reaction product. The product is: [Cl:1][C:45]1[N:44]=[N:43][CH:42]=[C:41]([N:38]2[CH2:39][CH2:40][C@@H:36]([NH:28][C:29](=[O:35])[O:30][C:31]([CH3:34])([CH3:33])[CH3:32])[CH2:37]2)[CH:46]=1. (3) Given the reactants [CH3:1][O:2][C:3]([C:5]1[CH:13]=[C:12]2[C:8]([C:9]([CH:15]3[CH2:20][CH2:19][CH2:18][CH2:17][CH2:16]3)=[C:10]([Br:14])[NH:11]2)=[CH:7][CH:6]=1)=[O:4].[H-].[Na+].[H][H].Br[CH2:26][CH2:27][O:28][CH2:29][O:30][CH3:31], predict the reaction product. The product is: [CH3:1][O:2][C:3]([C:5]1[CH:13]=[C:12]2[C:8]([C:9]([CH:15]3[CH2:20][CH2:19][CH2:18][CH2:17][CH2:16]3)=[C:10]([Br:14])[N:11]2[CH2:26][CH2:27][O:28][CH2:29][O:30][CH3:31])=[CH:7][CH:6]=1)=[O:4]. (4) Given the reactants C(NCC(C)C)C(C)C.[CH3:10][C:11]([CH3:17])([CH3:16])[CH2:12][CH2:13][CH:14]=[O:15].O.Br[CH2:20][C:21]([O:23][CH3:24])=[O:22], predict the reaction product. The product is: [CH3:24][O:23][C:21](=[O:22])[CH2:20][CH:13]([CH:14]=[O:15])[CH2:12][C:11]([CH3:17])([CH3:16])[CH3:10]. (5) Given the reactants [Cl:1][C:2]1[CH:3]=[C:4]([C:9](=[O:11])[CH3:10])[CH:5]=[CH:6][C:7]=1[SH:8].[H-].[Na+].I[CH:15]1[CH2:20][CH2:19][O:18][CH2:17][CH2:16]1, predict the reaction product. The product is: [Cl:1][C:2]1[CH:3]=[C:4]([C:9](=[O:11])[CH3:10])[CH:5]=[CH:6][C:7]=1[S:8][CH:15]1[CH2:20][CH2:19][O:18][CH2:17][CH2:16]1. (6) Given the reactants [NH:1]1[C:11]2C(=[CH:7][CH:8]=[CH:9][CH:10]=2)[C:4](=O)[C:2]1=[O:3].[C:12]([OH:18])(=[O:17])[CH2:13][C:14](O)=O, predict the reaction product. The product is: [OH:3][C:2]1[CH:4]=[C:13]([C:12]([OH:18])=[O:17])[C:14]2[C:11](=[CH:10][CH:9]=[CH:8][CH:7]=2)[N:1]=1. (7) Given the reactants [CH3:1][C:2]1[NH:6][N:5]=[C:4]([C:7]([F:10])([F:9])[F:8])[N:3]=1.C([O-])([O-])=O.[K+].[K+].Cl[CH:18]([C:24](=[O:26])[CH3:25])[C:19]([O:21][CH2:22][CH3:23])=[O:20], predict the reaction product. The product is: [CH2:22]([O:21][C:19](=[O:20])[CH:18]([N:6]1[C:2]([CH3:1])=[N:3][C:4]([C:7]([F:10])([F:9])[F:8])=[N:5]1)[C:24](=[O:26])[CH3:25])[CH3:23]. (8) Given the reactants [Br:1][C:2]1[CH:7]=[CH:6][C:5]([OH:8])=[CH:4][CH:3]=1.[H-].[Na+].[F:11][CH:12]([F:27])[CH2:13][N:14]1[C:18]2=[N:19][CH:20]=[CH:21][CH:22]=[C:17]2[N:16]=[C:15]1S(C)(=O)=O.O, predict the reaction product. The product is: [Br:1][C:2]1[CH:7]=[CH:6][C:5]([O:8][C:15]2[N:14]([CH2:13][CH:12]([F:11])[F:27])[C:18]3=[N:19][CH:20]=[CH:21][CH:22]=[C:17]3[N:16]=2)=[CH:4][CH:3]=1. (9) Given the reactants [NH2:1][C:2]1[N:11]=[C:10]([O:12][CH2:13][CH3:14])[C:9]2[C:4](=[N:5][CH:6]=[CH:7][N:8]=2)[N:3]=1.[OH:15]O, predict the reaction product. The product is: [NH2:1][C:2]1[N:11]=[C:10]([O:12][CH2:13][CH3:14])[C:9]2[C:4](=[N+:5]([O-:15])[CH:6]=[CH:7][N:8]=2)[N:3]=1.